This data is from Forward reaction prediction with 1.9M reactions from USPTO patents (1976-2016). The task is: Predict the product of the given reaction. (1) Given the reactants Cl.[CH3:2][C:3]1[CH:8]=[CH:7][CH:6]=[CH:5][C:4]=1[CH2:9][C:10](=[NH:14])OCC.[O-]CC.[Na+].[N:19]#[C:20][NH2:21], predict the reaction product. The product is: [C:20]([N:21]=[C:10]([NH2:14])[CH2:9][C:4]1[CH:5]=[CH:6][CH:7]=[CH:8][C:3]=1[CH3:2])#[N:19]. (2) Given the reactants [F:1][C:2]1[C:10]([F:11])=[CH:9][C:8]([NH:12][CH3:13])=[C:7]2[C:3]=1[C:4]1[C:17](S(C)(=O)=O)=[N:16][C:15](S(C)(=O)=O)=[N:14][C:5]=1[NH:6]2.[OH:26][CH:27]([C:29]1[N:34]=[CH:33][C:32]([OH:35])=[CH:31][N:30]=1)[CH3:28].C(=O)([O-])[O-].[K+].[K+].Cl.Cl.[CH2:44]1[C:47]2([CH2:51][CH2:50][CH2:49][CH:48]2[NH2:52])[CH2:46][NH:45]1, predict the reaction product. The product is: [NH2:52][CH:48]1[CH2:49][CH2:50][CH2:51][C:47]21[CH2:46][N:45]([C:17]1[C:4]3[C:3]4[C:7](=[C:8]([NH:12][CH3:13])[CH:9]=[C:10]([F:11])[C:2]=4[F:1])[NH:6][C:5]=3[N:14]=[C:15]([O:35][C:32]3[CH:31]=[N:30][C:29]([CH:27]([OH:26])[CH3:28])=[N:34][CH:33]=3)[N:16]=1)[CH2:44]2. (3) The product is: [S:28]1[C:29]2[CH:35]=[CH:34][CH:33]=[CH:32][C:30]=2[CH:31]=[C:27]1[C:12]1[CH:13]=[C:14]([CH:15]=[O:16])[C:9]([N:4]2[CH2:5][C@H:6]([CH3:8])[O:7][C@H:2]([CH3:1])[CH2:3]2)=[N:10][CH:11]=1. Given the reactants [CH3:1][C@@H:2]1[O:7][C@H:6]([CH3:8])[CH2:5][N:4]([C:9]2[C:14]([CH:15]=[O:16])=[CH:13][C:12](B3OC(C)(C)C(C)(C)O3)=[CH:11][N:10]=2)[CH2:3]1.Br[C:27]1[S:28][C:29]2[CH:35]=[CH:34][CH:33]=[CH:32][C:30]=2[CH:31]=1, predict the reaction product.